Task: Regression. Given a peptide amino acid sequence and an MHC pseudo amino acid sequence, predict their binding affinity value. This is MHC class I binding data.. Dataset: Peptide-MHC class I binding affinity with 185,985 pairs from IEDB/IMGT The peptide sequence is KYTSFPWLL. The MHC is H-2-Kd with pseudo-sequence H-2-Kd. The binding affinity (normalized) is 0.599.